Dataset: Catalyst prediction with 721,799 reactions and 888 catalyst types from USPTO. Task: Predict which catalyst facilitates the given reaction. (1) Reactant: [CH3:1][C:2]1[O:3][C:4]2[CH:10]=[C:9]([N+:11]([O-])=O)[CH:8]=[CH:7][C:5]=2[N:6]=1. Product: [CH3:1][C:2]1[O:3][C:4]2[CH:10]=[C:9]([NH2:11])[CH:8]=[CH:7][C:5]=2[N:6]=1. The catalyst class is: 409. (2) Reactant: Cl.[F:2][C:3]1[C:44]([F:45])=[C:43]([O:46][CH2:47][CH2:48][NH:49][CH3:50])[CH:42]=[CH:41][C:4]=1[CH2:5][N:6]1[C:14](=[O:15])[C:13]([C:16]([NH:18][C:19]2[CH:24]=[CH:23][C:22]([C:25]([F:28])([F:27])[F:26])=[CH:21][C:20]=2[C:29]2[CH:34]=[C:33]([C:35]([F:38])([F:37])[F:36])[N:32]=[CH:31][N:30]=2)=[O:17])=[C:12]([OH:39])[C:8]2([CH2:11][CH2:10][CH2:9]2)[N:7]1[CH3:40].[O:51]1[CH2:54][C:53](=O)[CH2:52]1.C(O)(=O)C. Product: [F:2][C:3]1[C:44]([F:45])=[C:43]([O:46][CH2:47][CH2:48][N:49]([CH3:50])[CH:53]2[CH2:52][O:51][CH2:54]2)[CH:42]=[CH:41][C:4]=1[CH2:5][N:6]1[C:14](=[O:15])[C:13]([C:16]([NH:18][C:19]2[CH:24]=[CH:23][C:22]([C:25]([F:27])([F:28])[F:26])=[CH:21][C:20]=2[C:29]2[CH:34]=[C:33]([C:35]([F:36])([F:37])[F:38])[N:32]=[CH:31][N:30]=2)=[O:17])=[C:12]([OH:39])[C:8]2([CH2:11][CH2:10][CH2:9]2)[N:7]1[CH3:40]. The catalyst class is: 26.